From a dataset of Peptide-MHC class II binding affinity with 134,281 pairs from IEDB. Regression. Given a peptide amino acid sequence and an MHC pseudo amino acid sequence, predict their binding affinity value. This is MHC class II binding data. (1) The peptide sequence is VPGNKKFVVNNLFFN. The MHC is HLA-DQA10401-DQB10402 with pseudo-sequence HLA-DQA10401-DQB10402. The binding affinity (normalized) is 0.0176. (2) The peptide sequence is RDKYMFATAVAALAGS. The MHC is H-2-IAs with pseudo-sequence H-2-IAs. The binding affinity (normalized) is 0.